Regression. Given two drug SMILES strings and cell line genomic features, predict the synergy score measuring deviation from expected non-interaction effect. From a dataset of NCI-60 drug combinations with 297,098 pairs across 59 cell lines. (1) Drug 1: CN1CCC(CC1)COC2=C(C=C3C(=C2)N=CN=C3NC4=C(C=C(C=C4)Br)F)OC. Drug 2: C1=NC2=C(N1)C(=S)N=CN2. Cell line: SF-295. Synergy scores: CSS=20.0, Synergy_ZIP=-11.5, Synergy_Bliss=-5.76, Synergy_Loewe=-17.7, Synergy_HSA=-5.66. (2) Drug 1: CC(C1=C(C=CC(=C1Cl)F)Cl)OC2=C(N=CC(=C2)C3=CN(N=C3)C4CCNCC4)N. Drug 2: C1=CC(=CC=C1CC(C(=O)O)N)N(CCCl)CCCl.Cl. Cell line: HOP-92. Synergy scores: CSS=17.8, Synergy_ZIP=0.170, Synergy_Bliss=4.86, Synergy_Loewe=5.32, Synergy_HSA=5.69. (3) Drug 1: CC12CCC3C(C1CCC2=O)CC(=C)C4=CC(=O)C=CC34C. Drug 2: CC1=CC2C(CCC3(C2CCC3(C(=O)C)OC(=O)C)C)C4(C1=CC(=O)CC4)C. Cell line: HOP-92. Synergy scores: CSS=46.9, Synergy_ZIP=5.88, Synergy_Bliss=-5.87, Synergy_Loewe=-29.1, Synergy_HSA=-12.3. (4) Drug 1: CC1=C(C=C(C=C1)NC(=O)C2=CC=C(C=C2)CN3CCN(CC3)C)NC4=NC=CC(=N4)C5=CN=CC=C5. Drug 2: C1CN1C2=NC(=NC(=N2)N3CC3)N4CC4. Cell line: HCT116. Synergy scores: CSS=32.8, Synergy_ZIP=3.11, Synergy_Bliss=1.75, Synergy_Loewe=-17.1, Synergy_HSA=1.92. (5) Drug 1: CC1=CC2C(CCC3(C2CCC3(C(=O)C)OC(=O)C)C)C4(C1=CC(=O)CC4)C. Drug 2: CC(C1=C(C=CC(=C1Cl)F)Cl)OC2=C(N=CC(=C2)C3=CN(N=C3)C4CCNCC4)N. Cell line: NCI-H522. Synergy scores: CSS=6.51, Synergy_ZIP=0.330, Synergy_Bliss=4.40, Synergy_Loewe=0.351, Synergy_HSA=3.23. (6) Drug 1: C1CCN(CC1)CCOC2=CC=C(C=C2)C(=O)C3=C(SC4=C3C=CC(=C4)O)C5=CC=C(C=C5)O. Drug 2: C1CC(=O)NC(=O)C1N2C(=O)C3=CC=CC=C3C2=O. Cell line: SF-539. Synergy scores: CSS=4.47, Synergy_ZIP=-3.27, Synergy_Bliss=-4.85, Synergy_Loewe=-3.28, Synergy_HSA=-3.15. (7) Drug 1: CN(C)N=NC1=C(NC=N1)C(=O)N. Drug 2: C1CNP(=O)(OC1)N(CCCl)CCCl. Cell line: BT-549. Synergy scores: CSS=-7.47, Synergy_ZIP=0.428, Synergy_Bliss=-5.01, Synergy_Loewe=-6.10, Synergy_HSA=-6.45.